This data is from Reaction yield outcomes from USPTO patents with 853,638 reactions. The task is: Predict the reaction yield, written as a fraction of the theoretical maximum amount of product (1.0 means a 100% yield; for example, 0.34 means a 34% yield). (1) The reactants are Br[C:2]1[C:3]([F:20])=[CH:4][C:5]2[CH:17]3[CH2:18][CH:15]([CH2:16]3)[C:8]3[NH:9][C:10]([C:12]([NH2:14])=[O:13])=[N:11][C:7]=3[C:6]=2[CH:19]=1.CN(C)C=O.C(N(CC)CC)C.[CH3:33][C:34]([OH:38])([C:36]#[CH:37])[CH3:35]. The catalyst is C(#N)C.[Cu]I.Cl[Pd](Cl)([P](C1C=CC=CC=1)(C1C=CC=CC=1)C1C=CC=CC=1)[P](C1C=CC=CC=1)(C1C=CC=CC=1)C1C=CC=CC=1. The product is [F:20][C:3]1[C:2]([C:37]#[C:36][C:34]([OH:38])([CH3:35])[CH3:33])=[CH:19][C:6]2[C:7]3[N:11]=[C:10]([C:12]([NH2:14])=[O:13])[NH:9][C:8]=3[CH:15]3[CH2:16][CH:17]([C:5]=2[CH:4]=1)[CH2:18]3. The yield is 0.270. (2) The catalyst is C([O-])(=O)C.[Pd+2].C([O-])(=O)C.C1(P(C2CCCCC2)C2C=CC=CC=2C2C(CCC)=CC(CCC)=CC=2CCC)CCCCC1. The reactants are Br[C:2]1[CH:7]=[CH:6][N:5]=[CH:4][C:3]=1C.[C:9](=[O:12])([O-])[O-].[Cs+].[Cs+].[Cl:15][C:16]1[CH:22]=[CH:21][C:20]([O:23][CH3:24])=[CH:19][C:17]=1[NH2:18].[C:25]1(C)C=CC=CC=1. The product is [Cl:15][C:16]1[CH:22]=[CH:21][C:20]([O:23][CH3:24])=[CH:19][C:17]=1[NH:18][C:3]1[C:4]([CH3:25])=[N:5][C:6]([O:12][CH3:9])=[CH:7][CH:2]=1. The yield is 0.950. (3) No catalyst specified. The yield is 0.860. The product is [CH2:1]([O:3][C:4](=[O:22])[CH2:5][N:6]([CH2:7][CH2:8][NH:9][S:10]([C:13]1[S:14][C:15]2[CH:21]=[CH:20][CH:19]=[CH:18][C:16]=2[N:17]=1)(=[O:12])=[O:11])[C:44](=[O:45])[CH2:43][N:40]1[CH:41]=[CH:42][C:37]([NH:36][C:34]([O:33][CH2:23][C:24]2[CH:32]=[CH:31][C:30]3[O:29][CH2:28][O:27][C:26]=3[CH:25]=2)=[O:35])=[N:38][C:39]1=[O:47])[CH3:2]. The reactants are [CH2:1]([O:3][C:4](=[O:22])[CH2:5][NH:6][CH2:7][CH2:8][NH:9][S:10]([C:13]1[S:14][C:15]2[CH:21]=[CH:20][CH:19]=[CH:18][C:16]=2[N:17]=1)(=[O:12])=[O:11])[CH3:2].[CH2:23]([O:33][C:34]([NH:36][C:37]1[CH:42]=[CH:41][N:40]([CH2:43][C:44](O)=[O:45])[C:39](=[O:47])[N:38]=1)=[O:35])[C:24]1[CH:32]=[CH:31][C:30]2[O:29][CH2:28][O:27][C:26]=2[CH:25]=1. (4) The reactants are [CH:1]1([C:4]2[N:9]=[CH:8][C:7]([C:10]3[CH:15]=[CH:14][N:13]=[C:12]([C:16]([NH:18][C:19]4[N:24]=[C:23]([C:25]([O:27]C)=O)[CH:22]=[CH:21][CH:20]=4)=[O:17])[CH:11]=3)=[CH:6][CH:5]=2)[CH2:3][CH2:2]1.O.[NH2:30][NH2:31]. The catalyst is C(O)C. The product is [CH:1]1([C:4]2[N:9]=[CH:8][C:7]([C:10]3[CH:15]=[CH:14][N:13]=[C:12]([C:16]([NH:18][C:19]4[CH:20]=[CH:21][CH:22]=[C:23]([C:25]([NH:30][NH2:31])=[O:27])[N:24]=4)=[O:17])[CH:11]=3)=[CH:6][CH:5]=2)[CH2:3][CH2:2]1. The yield is 0.470. (5) The yield is 1.00. The catalyst is O. The product is [Cl:12][C:10]1[CH:9]=[CH:8][C:7]([NH:13][C:14]2[N:18]([CH3:19])[C:17]3[C:20]([N:24]([CH2:28][CH2:29][CH3:30])[CH2:25][CH2:26][CH3:27])=[CH:21][CH:22]=[CH:23][C:16]=3[N:15]=2)=[C:6]([CH:11]=1)[O:5][CH2:4][CH2:3][CH2:2][C:35]#[N:36]. The reactants are Br[CH2:2][CH2:3][CH2:4][O:5][C:6]1[CH:11]=[C:10]([Cl:12])[CH:9]=[CH:8][C:7]=1[NH:13][C:14]1[N:18]([CH3:19])[C:17]2[C:20]([N:24]([CH2:28][CH2:29][CH3:30])[CH2:25][CH2:26][CH3:27])=[CH:21][CH:22]=[CH:23][C:16]=2[N:15]=1.CS(C)=O.[C-:35]#[N:36].[K+]. (6) The reactants are C(Cl)(=O)C(Cl)=O.CS(C)=O.[F:11][C:12]1[CH:17]=[CH:16][CH:15]=[C:14]([CH2:18][OH:19])[C:13]=1[CH2:20][OH:21].C(N(CC)CC)C. The catalyst is ClCCl.ClCCl.CS(C)=O. The product is [F:11][C:12]1[CH:17]=[CH:16][CH:15]=[C:14]([CH:18]=[O:19])[C:13]=1[CH:20]=[O:21]. The yield is 0.730. (7) No catalyst specified. The reactants are [CH2:1]([NH:8][NH:9][C:10]([C:12]1[O:16][N:15]=[C:14]([C:17]2[CH:22]=[CH:21][C:20]([O:23][C:24]([F:27])([F:26])[F:25])=[CH:19][CH:18]=2)[N:13]=1)=O)[C:2]1[CH:7]=[CH:6][CH:5]=[CH:4][CH:3]=1.Cl.[C:29](=N)([NH2:36])[C:30]1[CH:35]=[CH:34][CH:33]=[N:32][CH:31]=1.[OH-:38].[Na+].[CH2:40]([OH:42])C. The product is [F:27][C:24]([F:25])([F:26])[C:40]([O-:42])=[O:38].[CH2:1]([N:8]1[C:29]([C:30]2[CH:31]=[NH+:32][CH:33]=[CH:34][CH:35]=2)=[N:36][C:10]([C:12]2[O:16][N:15]=[C:14]([C:17]3[CH:22]=[CH:21][C:20]([O:23][C:24]([F:27])([F:26])[F:25])=[CH:19][CH:18]=3)[N:13]=2)=[N:9]1)[C:2]1[CH:7]=[CH:6][CH:5]=[CH:4][CH:3]=1. The yield is 0.0300.